This data is from Full USPTO retrosynthesis dataset with 1.9M reactions from patents (1976-2016). The task is: Predict the reactants needed to synthesize the given product. (1) Given the product [CH3:1][O:2][C:3](=[O:16])[C:4]1[CH:14]=[C:13]([C:31]2[CH:32]=[C:33]3[C:25]([C:20]4[CH:21]=[CH:22][CH:23]=[CH:24][C:19]=4[O:18][CH3:17])=[N:26][N:27]([CH2:43][O:44][CH2:45][CH2:46][Si:47]([CH3:48])([CH3:50])[CH3:49])[C:28]3=[N:29][CH:30]=2)[CH:12]=[C:6]([C:7]([N:9]([CH3:11])[CH3:10])=[O:8])[CH:5]=1, predict the reactants needed to synthesize it. The reactants are: [CH3:1][O:2][C:3](=[O:16])[C:4]1[CH:14]=[C:13](I)[CH:12]=[C:6]([C:7]([N:9]([CH3:11])[CH3:10])=[O:8])[CH:5]=1.[CH3:17][O:18][C:19]1[CH:24]=[CH:23][CH:22]=[CH:21][C:20]=1[C:25]1[C:33]2[C:28](=[N:29][CH:30]=[C:31](B3OC(C)(C)C(C)(C)O3)[CH:32]=2)[N:27]([CH2:43][O:44][CH2:45][CH2:46][Si:47]([CH3:50])([CH3:49])[CH3:48])[N:26]=1.O. (2) Given the product [CH3:6][O:7][C:8]1[C:17]2[C:12](=[CH:13][CH:14]=[CH:15][CH:16]=2)[C:11]([O:18][CH3:19])=[C:10]([C:20]([O:22][CH2:23][CH3:24])=[O:21])[C:9]=1[CH3:25], predict the reactants needed to synthesize it. The reactants are: C([Li])CCC.[CH3:6][O:7][C:8]1[C:17]2[C:12](=[CH:13][CH:14]=[CH:15][CH:16]=2)[C:11]([O:18][CH3:19])=[C:10]([C:20]([O:22][CH2:23][CH3:24])=[O:21])[C:9]=1[CH3:25].BrC1C(C)=C(OC)C2C(=CC=CC=2)C=1OC.ClC(OCC)=O. (3) Given the product [N:1]1[N:5]2[C:6]3[CH2:13][CH2:12][N:11]([C:14]4[CH:15]=[C:16]([NH:17][C:30](=[O:37])[C:31]5[CH:36]=[CH:35][CH:34]=[CH:33][CH:32]=5)[CH:18]=[CH:19][CH:20]=4)[CH2:10][C:7]=3[CH:8]=[N:9][C:4]2=[CH:3][CH:2]=1, predict the reactants needed to synthesize it. The reactants are: [N:1]1[N:5]2[C:6]3[CH2:13][CH2:12][N:11]([C:14]4[CH:15]=[C:16]([CH:18]=[CH:19][CH:20]=4)[NH2:17])[CH2:10][C:7]=3[CH:8]=[N:9][C:4]2=[CH:3][CH:2]=1.C(N(CC)C(C)C)(C)C.[C:30](Cl)(=[O:37])[C:31]1[CH:36]=[CH:35][CH:34]=[CH:33][CH:32]=1. (4) Given the product [OH:5][CH2:6][C:8]1[CH:13]=[CH:12][N:11]=[C:10]([C:14]2[CH:19]=[C:18]([CH2:20][OH:21])[CH:17]=[C:16]([C:25]3[CH:30]=[C:29]([CH2:31][CH2:32][CH2:33][CH2:34][CH2:35][CH2:36][CH2:37][CH2:38][CH2:39][CH2:40][CH2:41][CH2:42][CH2:43][CH2:44][CH2:45][CH2:46][CH2:47][CH2:48][CH3:49])[CH:28]=[CH:27][N:26]=3)[N:15]=2)[CH:9]=1, predict the reactants needed to synthesize it. The reactants are: [BH4-].[Na+].C([O:5][C:6]([C:8]1[CH:13]=[CH:12][N:11]=[C:10]([C:14]2[CH:19]=[C:18]([C:20](OCC)=[O:21])[CH:17]=[C:16]([C:25]3[CH:30]=[C:29]([CH2:31][CH2:32][CH2:33][CH2:34][CH2:35][CH2:36][CH2:37][CH2:38][CH2:39][CH2:40][CH2:41][CH2:42][CH2:43][CH2:44][CH2:45][CH2:46][CH2:47][CH2:48][CH3:49])[CH:28]=[CH:27][N:26]=3)[N:15]=2)[CH:9]=1)=O)C.[Cl-].[NH4+].[BH4-].